This data is from Catalyst prediction with 721,799 reactions and 888 catalyst types from USPTO. The task is: Predict which catalyst facilitates the given reaction. (1) Reactant: [CH3:1][O:2][C:3]1[CH:4]=[C:5]2[O:9][C:8]([C:10]3[N:11]=[C:12]4[N:16]([CH:17]=3)[N:15]=[C:14]([O:18][CH3:19])[S:13]4)=[CH:7][C:6]2=[C:20]([OH:22])[CH:21]=1.Br[CH2:24][C:25]1[N:26]=[C:27]([CH:31]2[CH2:36][CH2:35][O:34][CH2:33][CH2:32]2)[S:28][C:29]=1[CH3:30].C(=O)([O-])[O-].[K+].[K+].ClCCl. Product: [CH3:19][O:18][C:14]1[S:13][C:12]2=[N:11][C:10]([C:8]3[O:9][C:5]4[CH:4]=[C:3]([O:2][CH3:1])[CH:21]=[C:20]([O:22][CH2:24][C:25]5[N:26]=[C:27]([CH:31]6[CH2:36][CH2:35][O:34][CH2:33][CH2:32]6)[S:28][C:29]=5[CH3:30])[C:6]=4[CH:7]=3)=[CH:17][N:16]2[N:15]=1. The catalyst class is: 3. (2) Product: [C:23]([C:27]1[CH:28]=[C:29]2[C:34](=[C:35]([F:37])[CH:36]=1)[C:33](=[O:38])[N:32]([C:39]1[CH:49]=[CH:48][CH:47]=[C:46]([C:2]3[CH:3]=[C:4]([NH:8][C:9]4[CH:10]=[CH:11][C:12]([C:15]([N:17]5[CH2:22][CH2:21][O:20][CH2:19][CH2:18]5)=[O:16])=[CH:13][N:14]=4)[N:5]=[N:6][CH:7]=3)[C:40]=1[CH2:41][O:42][C:43](=[O:45])[CH3:44])[N:31]=[CH:30]2)([CH3:24])([CH3:25])[CH3:26]. Reactant: Cl[C:2]1[CH:3]=[C:4]([NH:8][C:9]2[N:14]=[CH:13][C:12]([C:15]([N:17]3[CH2:22][CH2:21][O:20][CH2:19][CH2:18]3)=[O:16])=[CH:11][CH:10]=2)[N:5]=[N:6][CH:7]=1.[C:23]([C:27]1[CH:28]=[C:29]2[C:34](=[C:35]([F:37])[CH:36]=1)[C:33](=[O:38])[N:32]([C:39]1[CH:49]=[CH:48][CH:47]=[C:46](B3OC(C)(C)C(C)(C)O3)[C:40]=1[CH2:41][O:42][C:43](=[O:45])[CH3:44])[N:31]=[CH:30]2)([CH3:26])([CH3:25])[CH3:24].C([O-])([O-])=O.[K+].[K+].CC(C1C=C(C(C)C)C(C2C=CC=CC=2P(C2CCCCC2)C2CCCCC2)=C(C(C)C)C=1)C. The catalyst class is: 333. (3) Reactant: [Cl:1][C:2]1[CH:3]=[C:4]2[C:9](=[CH:10][C:11]=1[CH3:12])[N:8]=[CH:7][CH:6]=[CH:5]2.[Li][C:14]1[CH:15]=[CH:16][CH:17]=[CH:18][CH:19]=1.O. Product: [Cl:1][C:2]1[CH:3]=[C:4]2[C:9](=[CH:10][C:11]=1[CH3:12])[N:8]=[C:7]([C:14]1[CH:15]=[CH:16][CH:17]=[CH:18][CH:19]=1)[CH:6]=[CH:5]2. The catalyst class is: 1. (4) Reactant: O[CH:2]1[CH2:7][CH2:6][N:5]([C:8]([O:10][C:11]([CH3:14])([CH3:13])[CH3:12])=[O:9])[C@@H:4]([C:15](=[O:29])[NH:16][C@H:17]([C:19]2[CH:24]=[CH:23][C:22]([C:25]([O:27][CH3:28])=[O:26])=[CH:21][CH:20]=2)[CH3:18])[CH2:3]1.CCN(S(F)(F)[F:36])CC. Product: [F:36][CH:2]1[CH2:7][CH2:6][N:5]([C:8]([O:10][C:11]([CH3:14])([CH3:13])[CH3:12])=[O:9])[C@@H:4]([C:15](=[O:29])[NH:16][C@H:17]([C:19]2[CH:24]=[CH:23][C:22]([C:25]([O:27][CH3:28])=[O:26])=[CH:21][CH:20]=2)[CH3:18])[CH2:3]1. The catalyst class is: 2. (5) Reactant: N[C:2]1[CH:7]=[CH:6][C:5]([O:8][CH3:9])=[CH:4][C:3]=1[S:10]([NH:13][C:14]1[CH:15]=[CH:16][CH:17]=[C:18]2[C:23]=1[N:22]=[CH:21][CH:20]=[CH:19]2)(=[O:12])=[O:11].N(OC(C)(C)C)=O.CC(O)=O. Product: [CH3:9][O:8][C:5]1[CH:4]=[C:3]2[C:2](=[CH:7][CH:6]=1)[C:15]1[C:14](=[C:23]3[C:18](=[CH:17][CH:16]=1)[CH:19]=[CH:20][CH:21]=[N:22]3)[NH:13][S:10]2(=[O:11])=[O:12]. The catalyst class is: 1. (6) Reactant: [C:1]1([N:7]2[C:12](=[O:13])[C:11]3[S:14][CH:15]=[C:16]([C:17]4[CH:22]=[CH:21][CH:20]=[CH:19][CH:18]=4)[C:10]=3[N:9]=[CH:8]2)[CH:6]=[CH:5]C=CC=1.N[C:24]1C(C2C=CC=CC=2)=CSC=1C(OC)=O.C(OCC)(OCC)OCC.C(N)C(C)C. The catalyst class is: 15. Product: [CH2:1]([N:7]1[C:12](=[O:13])[C:11]2[S:14][CH:15]=[C:16]([C:17]3[CH:18]=[CH:19][CH:20]=[CH:21][CH:22]=3)[C:10]=2[N:9]=[CH:8]1)[CH:6]([CH3:5])[CH3:24]. (7) Reactant: [C:1]([C:5]1[CH:10]=[CH:9][C:8]([OH:11])=[C:7]([C:12]([F:15])([F:14])[F:13])[CH:6]=1)([CH3:4])([CH3:3])[CH3:2].[N+:16]([O-])([OH:18])=[O:17].OS(O)(=O)=O.O. Product: [C:1]([C:5]1[CH:10]=[C:9]([N+:16]([O-:18])=[O:17])[C:8]([OH:11])=[C:7]([C:12]([F:13])([F:14])[F:15])[CH:6]=1)([CH3:4])([CH3:2])[CH3:3]. The catalyst class is: 52.